This data is from Forward reaction prediction with 1.9M reactions from USPTO patents (1976-2016). The task is: Predict the product of the given reaction. (1) Given the reactants [O:1]1CCO[CH:2]1[CH2:6][N:7]1[CH2:12][CH2:11][O:10][C:9]2[CH:13]=[CH:14][CH:15]=[N:16][C:8]1=2.C1(C)C=CC(S(O)(=O)=O)=CC=1, predict the reaction product. The product is: [O:10]1[CH2:11][CH2:12][N:7]([CH2:6][CH:2]=[O:1])[C:8]2[N:16]=[CH:15][CH:14]=[CH:13][C:9]1=2. (2) Given the reactants [CH3:1][Li].[CH3:3][C:4]([C:8](=[O:14])[CH2:9][CH2:10][CH2:11][CH2:12][CH3:13])=[CH:5][CH2:6][CH3:7], predict the reaction product. The product is: [CH3:3][C:4]([C:8]([CH3:1])([OH:14])[CH2:9][CH2:10][CH2:11][CH2:12][CH3:13])=[CH:5][CH2:6][CH3:7]. (3) Given the reactants [NH2:1][C:2]1[C:3]2[N:14]([CH2:15][O:16][CH2:17][C:18]3[CH:23]=[CH:22][CH:21]=[CH:20][CH:19]=3)[CH:13]=[C:12]([C:24]#[C:25][CH2:26][CH2:27][CH:28]=O)[C:4]=2[N:5]=[C:6]([CH2:8][CH2:9][CH2:10][CH3:11])[N:7]=1.Cl.[CH3:31][CH:32]1[CH2:35][NH:34][CH2:33]1.C(N(CC)CC)C.C(O[BH-](OC(=O)C)OC(=O)C)(=O)C.[Na+], predict the reaction product. The product is: [CH2:17]([O:16][CH2:15][N:14]1[C:3]2[C:2]([NH2:1])=[N:7][C:6]([CH2:8][CH2:9][CH2:10][CH3:11])=[N:5][C:4]=2[C:12]([C:24]#[C:25][CH2:26][CH2:27][CH2:28][N:34]2[CH2:35][CH:32]([CH3:31])[CH2:33]2)=[CH:13]1)[C:18]1[CH:23]=[CH:22][CH:21]=[CH:20][CH:19]=1. (4) Given the reactants Br[C:2]1[CH:3]=[CH:4][C:5]([F:13])=[C:6]([CH:12]=1)[CH2:7][NH:8][C:9](=[O:11])[O-:10].[Li]C[CH2:16][CH2:17][CH3:18].CN([CH:22]=[O:23])C.[C:24](OCC)(=O)C, predict the reaction product. The product is: [F:13][C:5]1[CH:4]=[CH:3][C:2]([CH:22]=[O:23])=[CH:12][C:6]=1[CH2:7][NH:8][C:9](=[O:11])[O:10][C:17]([CH3:16])([CH3:18])[CH3:24].